Dataset: Full USPTO retrosynthesis dataset with 1.9M reactions from patents (1976-2016). Task: Predict the reactants needed to synthesize the given product. (1) Given the product [CH3:8][C@@H:9]1[CH2:13][CH2:12][CH2:11][N:10]1[CH2:14][CH2:15][C:16]1[CH:17]=[CH:18][C:19]([C:22]2[CH:27]=[CH:26][C:25]([C:28]3([C:33]([NH:35][C@@H:36]4[CH2:41][CH2:40][CH2:39][CH2:38][C@H:37]4[C:42]([OH:44])=[O:43])=[O:34])[CH2:32][CH2:31][CH2:30][CH2:29]3)=[CH:24][CH:23]=2)=[CH:20][CH:21]=1, predict the reactants needed to synthesize it. The reactants are: FC(F)(F)C(O)=O.[CH3:8][C@@H:9]1[CH2:13][CH2:12][CH2:11][N:10]1[CH2:14][CH2:15][C:16]1[CH:21]=[CH:20][C:19]([C:22]2[CH:27]=[CH:26][C:25]([C:28]3([C:33]([NH:35][C@@H:36]4[CH2:41][CH2:40][CH2:39][CH2:38][C@H:37]4[C:42]([O:44]CC)=[O:43])=[O:34])[CH2:32][CH2:31][CH2:30][CH2:29]3)=[CH:24][CH:23]=2)=[CH:18][CH:17]=1.[OH-].[Na+].Cl. (2) Given the product [CH2:16]([O:15][C:13](=[O:14])[CH2:12][CH2:11][CH2:10][O:8][C:4]1[CH:5]=[CH:6][CH:7]=[C:2]([Br:1])[CH:3]=1)[CH3:17], predict the reactants needed to synthesize it. The reactants are: [Br:1][C:2]1[CH:3]=[C:4]([OH:8])[CH:5]=[CH:6][CH:7]=1.Br[CH2:10][CH2:11][CH2:12][C:13]([O:15][CH2:16][CH3:17])=[O:14]. (3) Given the product [CH:5]1[C:4]([NH2:1])=[CH:12][C:11]2[CH2:13][CH2:14][N:9]3[C:10]=2[C:6]=1[C:7]1[CH2:20][CH2:19][CH2:18][CH2:17][CH2:16][CH2:15][C:8]=13, predict the reactants needed to synthesize it. The reactants are: [N+:1]([C:4]1[CH:5]=[C:6]2[C:10]3=[C:11]([CH2:13][CH2:14][N:9]3[C:8]3[CH2:15][CH2:16][CH2:17][CH2:18][CH2:19][CH2:20][C:7]2=3)[CH:12]=1)([O-])=O. (4) The reactants are: [C:1]([C:5]1[CH:10]=[CH:9][C:8]([C:11]2[N:12]([CH3:43])[C:13]([S:16][C:17]3[CH:34]=[CH:33][C:20]([CH2:21][NH:22][C:23]4[CH:28]=[CH:27][C:26]([CH2:29][C:30]([OH:32])=O)=[CH:25][CH:24]=4)=[C:19]([O:35][CH2:36][CH2:37][CH2:38][CH2:39][CH2:40][CH2:41][CH3:42])[CH:18]=3)=[N:14][N:15]=2)=[CH:7][CH:6]=1)([CH3:4])([CH3:3])[CH3:2].[N:44]1(O)[C:48]2[CH:49]=[CH:50][CH:51]=[CH:52][C:47]=2N=N1.C(N)CCCCC.CN(C)CCCN=C=NCC. Given the product [C:1]([C:5]1[CH:10]=[CH:9][C:8]([C:11]2[N:12]([CH3:43])[C:13]([S:16][C:17]3[CH:34]=[CH:33][C:20]([CH2:21][NH:22][C:23]4[CH:24]=[CH:25][C:26]([CH2:29][C:30]([NH:44][CH2:48][CH2:47][CH2:52][CH2:51][CH2:50][CH3:49])=[O:32])=[CH:27][CH:28]=4)=[C:19]([O:35][CH2:36][CH2:37][CH2:38][CH2:39][CH2:40][CH2:41][CH3:42])[CH:18]=3)=[N:14][N:15]=2)=[CH:7][CH:6]=1)([CH3:4])([CH3:2])[CH3:3], predict the reactants needed to synthesize it. (5) Given the product [CH3:30][O:29][C:26]1[CH:27]=[C:28]([N:17]2[CH2:16][CH2:15][N:14]([C:9]3[C:10]([CH3:13])=[C:11]([CH3:12])[C:5]4[O:4][C:3]([CH3:21])([CH3:2])[CH2:7][C:6]=4[C:8]=3[CH3:20])[CH2:19][CH2:18]2)[CH:23]=[CH:24][C:25]=1[O:31][CH3:32], predict the reactants needed to synthesize it. The reactants are: Cl.[CH3:2][C:3]1([CH3:21])[CH2:7][C:6]2[C:8]([CH3:20])=[C:9]([N:14]3[CH2:19][CH2:18][NH:17][CH2:16][CH2:15]3)[C:10]([CH3:13])=[C:11]([CH3:12])[C:5]=2[O:4]1.Br[C:23]1[CH:28]=[CH:27][C:26]([O:29][CH3:30])=[C:25]([O:31][CH3:32])[CH:24]=1. (6) Given the product [CH3:1][C@H:2]1[NH:7][C@@H:6]([CH3:15])[CH2:5][N:4]([C:16]2[CH:17]=[C:18]([NH:24][S:25]([C:28]3[CH:33]=[CH:32][C:31]([C:34]4[O:35][C:36]([CH3:39])=[CH:37][CH:38]=4)=[C:30]([F:40])[CH:29]=3)(=[O:27])=[O:26])[C:19](=[O:22])[NH:20][CH:21]=2)[CH2:3]1, predict the reactants needed to synthesize it. The reactants are: [CH3:1][C@H:2]1[N:7](CC2C=CC=CC=2)[C@@H:6]([CH3:15])[CH2:5][N:4]([C:16]2[CH:17]=[C:18]([NH:24][S:25]([C:28]3[CH:33]=[CH:32][C:31]([C:34]4[O:35][C:36]([CH3:39])=[CH:37][CH:38]=4)=[C:30]([F:40])[CH:29]=3)(=[O:27])=[O:26])[C:19]([O:22]C)=[N:20][CH:21]=2)[CH2:3]1.Cl. (7) Given the product [C:13]([O:17][C:18](=[O:40])[NH:19][CH:20]1[CH2:21][CH2:22][N:23]([C:26]2[NH:27][C:28]([C:33]3[CH:34]=[CH:35][N:36]=[C:37](/[CH:9]=[CH:8]/[C:5]4[CH:6]=[CH:7][C:2]([F:1])=[CH:3][CH:4]=4)[CH:38]=3)=[CH:29][C:30]=2[C:31]#[N:32])[CH2:24][CH2:25]1)([CH3:16])([CH3:14])[CH3:15], predict the reactants needed to synthesize it. The reactants are: [F:1][C:2]1[CH:7]=[CH:6][C:5](/[CH:8]=[CH:9]/B(O)O)=[CH:4][CH:3]=1.[C:13]([O:17][C:18](=[O:40])[NH:19][CH:20]1[CH2:25][CH2:24][N:23]([C:26]2[NH:27][C:28]([C:33]3[CH:38]=[CH:37][N:36]=[C:35](Cl)[CH:34]=3)=[CH:29][C:30]=2[C:31]#[N:32])[CH2:22][CH2:21]1)([CH3:16])([CH3:15])[CH3:14]. (8) Given the product [CH2:17]([S:18][C:2]1[CH:9]=[CH:8][CH:7]=[CH:6][C:3]=1[CH:4]=[O:5])[CH3:16], predict the reactants needed to synthesize it. The reactants are: F[C:2]1[CH:9]=[CH:8][CH:7]=[CH:6][C:3]=1[CH:4]=[O:5].C(=O)([O-])[O-].[K+].[K+].[CH3:16][CH2:17][SH:18].